This data is from TCR-epitope binding with 47,182 pairs between 192 epitopes and 23,139 TCRs. The task is: Binary Classification. Given a T-cell receptor sequence (or CDR3 region) and an epitope sequence, predict whether binding occurs between them. (1) The epitope is FSKQLQQSM. Result: 1 (the TCR binds to the epitope). The TCR CDR3 sequence is CASSLNPLMDTEAFF. (2) The epitope is NLVPMVATV. The TCR CDR3 sequence is CSARVEHGLAGSYNEQFF. Result: 1 (the TCR binds to the epitope). (3) The epitope is GTSGSPIVNR. The TCR CDR3 sequence is CASSLVGGTPSYNEQFF. Result: 1 (the TCR binds to the epitope). (4) The epitope is SSNVANYQK. The TCR CDR3 sequence is CASSPGWGEDTQYF. Result: 0 (the TCR does not bind to the epitope). (5) The epitope is TPGPGVRYPL. The TCR CDR3 sequence is CASSLWTGRGMNTEAFF. Result: 0 (the TCR does not bind to the epitope). (6) The epitope is FLYALALLL. The TCR CDR3 sequence is CASSQVATDTQYF. Result: 0 (the TCR does not bind to the epitope).